This data is from Full USPTO retrosynthesis dataset with 1.9M reactions from patents (1976-2016). The task is: Predict the reactants needed to synthesize the given product. (1) Given the product [O:20]=[C:18]1[NH:17][C:16](=[O:21])[C:15](=[CH:14][C:11]2[CH:10]=[CH:9][C:8]([C:4]3[CH:5]=[CH:6][CH:7]=[C:2]([NH:1][C:29](=[O:30])[CH2:28][C:22]4[CH:27]=[CH:26][CH:25]=[CH:24][CH:23]=4)[CH:3]=3)=[CH:13][CH:12]=2)[S:19]1, predict the reactants needed to synthesize it. The reactants are: [NH2:1][C:2]1[CH:3]=[C:4]([C:8]2[CH:13]=[CH:12][C:11]([CH:14]=[C:15]3[S:19][C:18](=[O:20])[NH:17][C:16]3=[O:21])=[CH:10][CH:9]=2)[CH:5]=[CH:6][CH:7]=1.[C:22]1([CH2:28][C:29](Cl)=[O:30])[CH:27]=[CH:26][CH:25]=[CH:24][CH:23]=1. (2) Given the product [NH2:19][C:18]1[C:8]2=[N:9][CH:10]=[C:11]([O:13][N:14]=[C:15]([CH3:16])[CH3:17])[CH:12]=[C:7]2[O:6][N:5]=1, predict the reactants needed to synthesize it. The reactants are: Cl.C(=[N:5][O:6][C:7]1[C:8]([C:18]#[N:19])=[N:9][CH:10]=[C:11]([O:13][N:14]=[C:15]([CH3:17])[CH3:16])[CH:12]=1)(C)C. (3) Given the product [N:1]1([C:10]2[N:15]=[C:14]([NH:16][CH:17]3[CH2:18][CH2:19][O:20][CH2:21][CH2:22]3)[C:13]([NH2:23])=[C:12]([C:26]3[CH:31]=[CH:30][CH:29]=[CH:28][CH:27]=3)[N:11]=2)[C:5]2[CH:6]=[CH:7][CH:8]=[CH:9][C:4]=2[N:3]=[CH:2]1, predict the reactants needed to synthesize it. The reactants are: [N:1]1([C:10]2[N:15]=[C:14]([NH:16][CH:17]3[CH2:22][CH2:21][O:20][CH2:19][CH2:18]3)[C:13]([N+:23]([O-])=O)=[C:12]([C:26]3[CH:31]=[CH:30][CH:29]=[CH:28][CH:27]=3)[N:11]=2)[C:5]2[CH:6]=[CH:7][CH:8]=[CH:9][C:4]=2[N:3]=[CH:2]1.[O-]S(S([O-])=O)=O.[Na+].[Na+].C([O-])(O)=O.[Na+].CO.